This data is from Reaction yield outcomes from USPTO patents with 853,638 reactions. The task is: Predict the reaction yield, written as a fraction of the theoretical maximum amount of product (1.0 means a 100% yield; for example, 0.34 means a 34% yield). (1) The reactants are [CH:1]1([C:6]([C:8]2[CH:13]=[C:12]([CH3:14])[CH:11]=[CH:10][C:9]=2[NH:15][C:16](=[O:30])[NH:17][C:18]2[S:19][CH:20]=[C:21]([CH2:23][CH2:24]OS(C)(=O)=O)[N:22]=2)=[O:7])[CH2:5][CH2:4][CH2:3][CH2:2]1.[NH:31]1[CH2:36][CH2:35][NH:34][CH2:33][CH2:32]1. No catalyst specified. The product is [CH:1]1([C:6]([C:8]2[CH:13]=[C:12]([CH3:14])[CH:11]=[CH:10][C:9]=2[NH:15][C:16]([NH:17][C:18]2[S:19][CH:20]=[C:21]([CH2:23][CH2:24][N:31]3[CH2:36][CH2:35][NH:34][CH2:33][CH2:32]3)[N:22]=2)=[O:30])=[O:7])[CH2:2][CH2:3][CH2:4][CH2:5]1. The yield is 0.700. (2) The reactants are C([N:3]([CH2:15][CH3:16])[C:4](=[O:14])[C:5]1[CH:10]=[CH:9][C:8]([O:11][CH3:12])=[CH:7][C:6]=1[CH3:13])C.C([Li])(C)(C)C.CCCCC.[F:27][C:28]1[CH:29]=C([CH:33]=[CH:34][C:35]=1[O:36][CH:37]([CH3:39])[CH3:38])C#N. The catalyst is C1COCC1. The product is [F:27][C:28]1[CH:29]=[C:16]([C:15]2[N:3]=[C:4]([OH:14])[C:5]3[C:6]([CH:13]=2)=[CH:7][C:8]([O:11][CH3:12])=[CH:9][CH:10]=3)[CH:33]=[CH:34][C:35]=1[O:36][CH:37]([CH3:39])[CH3:38]. The yield is 0.700. (3) The reactants are [Na+].[C:2]1([CH3:11])[CH:7]=[CH:6][C:5]([S:8]([O-:10])=[O:9])=[CH:4][CH:3]=1.[CH2:12]([C:16](=[CH2:19])[CH:17]=[O:18])[CH2:13][CH2:14][CH3:15]. The catalyst is C(O)(=O)C.O. The product is [CH3:11][C:2]1[CH:7]=[CH:6][C:5]([S:8]([CH2:19][CH:16]([CH2:12][CH2:13][CH2:14][CH3:15])[CH:17]=[O:18])(=[O:10])=[O:9])=[CH:4][CH:3]=1. The yield is 0.750. (4) The reactants are [CH3:1][O:2][C:3]1[CH:4]=[C:5]([N:12]2[CH2:17][CH2:16][O:15][CH2:14][CH2:13]2)[CH:6]=[CH:7][C:8]=1[N+:9]([O-])=O. The product is [CH3:1][O:2][C:3]1[CH:4]=[C:5]([N:12]2[CH2:17][CH2:16][O:15][CH2:14][CH2:13]2)[CH:6]=[CH:7][C:8]=1[NH2:9]. The yield is 0.990. The catalyst is CCO.[Pt](=O)=O.